This data is from Peptide-MHC class II binding affinity with 134,281 pairs from IEDB. The task is: Regression. Given a peptide amino acid sequence and an MHC pseudo amino acid sequence, predict their binding affinity value. This is MHC class II binding data. (1) The peptide sequence is INEPTAAAIAGGLDR. The MHC is HLA-DQA10102-DQB10602 with pseudo-sequence HLA-DQA10102-DQB10602. The binding affinity (normalized) is 0.697. (2) The peptide sequence is AIQQVRSLIGNEEFLDY. The MHC is DRB1_1302 with pseudo-sequence DRB1_1302. The binding affinity (normalized) is 0.418. (3) The MHC is DRB5_0101 with pseudo-sequence DRB5_0101. The peptide sequence is RLIHSLSNVKNQSLG. The binding affinity (normalized) is 0.796. (4) The peptide sequence is NKNKIPFLLLSGSPITNTPNT. The MHC is DRB1_0101 with pseudo-sequence DRB1_0101. The binding affinity (normalized) is 0.648. (5) The peptide sequence is RSLPPIVKDASIQVV. The MHC is DRB5_0101 with pseudo-sequence DRB5_0101. The binding affinity (normalized) is 0.0526. (6) The peptide sequence is GELQIVDKIDLAFKI. The MHC is DRB1_1302 with pseudo-sequence DRB1_1302. The binding affinity (normalized) is 0.772. (7) The peptide sequence is YAKMRSAHTNDVKQL. The MHC is DRB1_1602 with pseudo-sequence DRB1_1602. The binding affinity (normalized) is 0.625. (8) The peptide sequence is EVFCQVIKLDSEEYH. The MHC is DRB1_0101 with pseudo-sequence DRB1_0101. The binding affinity (normalized) is 0.168. (9) The peptide sequence is YDKFLANVITVLTGK. The MHC is DRB3_0202 with pseudo-sequence DRB3_0202. The binding affinity (normalized) is 0.771.